This data is from Forward reaction prediction with 1.9M reactions from USPTO patents (1976-2016). The task is: Predict the product of the given reaction. (1) The product is: [CH3:1][C:2]1[CH:11]=[C:10]2[C:5]([CH:6]=[CH:7][CH:8]=[N+:9]2[O-:17])=[CH:4][CH:3]=1. Given the reactants [CH3:1][C:2]1[CH:11]=[C:10]2[C:5]([CH:6]=[CH:7][CH:8]=[N:9]2)=[CH:4][CH:3]=1.ClC1C=C(C=CC=1)C(OO)=[O:17].[OH-].[Ca+2].[OH-], predict the reaction product. (2) Given the reactants Cl[C:2]1[N:7]2[N:8]=[C:9]3[C:14]([CH:13]=[CH:12][CH:11]=[CH:10]3)=[C:6]2[N:5]=[C:4]([CH3:15])[C:3]=1[CH:16]([CH2:21][CH2:22][CH3:23])[C:17]([O:19][CH3:20])=[O:18].[CH3:24][C:25]1[CH:30]=[CH:29][C:28](B(O)O)=[CH:27][CH:26]=1.C(N(C(C)C)CC)(C)C.C(OCC)(=O)C, predict the reaction product. The product is: [CH3:15][C:4]1[C:3]([CH:16]([CH2:21][CH2:22][CH3:23])[C:17]([O:19][CH3:20])=[O:18])=[C:2]([C:28]2[CH:29]=[CH:30][C:25]([CH3:24])=[CH:26][CH:27]=2)[N:7]2[N:8]=[C:9]3[C:14]([CH:13]=[CH:12][CH:11]=[CH:10]3)=[C:6]2[N:5]=1. (3) Given the reactants [CH2:1]([O:3][C:4](=[O:26])[NH:5][C:6]1[CH:11]=[CH:10][CH:9]=[C:8]([C:12]2[N:13]([CH2:24][CH3:25])[C:14]3[C:19]([C:20]=2[C:21]#[N:22])=[CH:18][CH:17]=[C:16]([OH:23])[CH:15]=3)[CH:7]=1)[CH3:2].C([O-])([O-])=O.[K+].[K+].Br[CH2:34][CH2:35][CH2:36]Cl.O, predict the reaction product. The product is: [CH2:1]([O:3][C:4](=[O:26])[NH:5][C:6]1[CH:11]=[CH:10][CH:9]=[C:8]([C:12]2[N:13]([CH2:24][CH3:25])[C:14]3[C:19]([C:20]=2[C:21]#[N:22])=[CH:18][CH:17]=[C:16]([O:23][CH2:34][CH2:35][CH2:36][N:13]2[CH2:14][CH2:19][CH2:20][CH2:12]2)[CH:15]=3)[CH:7]=1)[CH3:2]. (4) Given the reactants [CH3:1][C:2]1[N:3]([CH2:29][C:30]([O:32]CC)=[O:31])[C:4]2[CH2:5][CH2:6][C:7]([CH3:28])([CH3:27])[CH2:8][C:9]=2[C:10]=1[CH2:11][C:12]1[CH:17]=[CH:16][CH:15]=[CH:14][C:13]=1[S:18]([C:21]1[CH:26]=[CH:25][CH:24]=[CH:23][CH:22]=1)(=[O:20])=[O:19].O.O.[OH-].[Li+], predict the reaction product. The product is: [CH3:1][C:2]1[N:3]([CH2:29][C:30]([OH:32])=[O:31])[C:4]2[CH2:5][CH2:6][C:7]([CH3:28])([CH3:27])[CH2:8][C:9]=2[C:10]=1[CH2:11][C:12]1[CH:17]=[CH:16][CH:15]=[CH:14][C:13]=1[S:18]([C:21]1[CH:22]=[CH:23][CH:24]=[CH:25][CH:26]=1)(=[O:19])=[O:20]. (5) The product is: [N+:1]([C:4]1[CH:12]=[CH:11][C:7]([C:8]([N:22]2[CH2:21][CH2:20][N:19]([C:25]([O:27][C:28]([CH3:31])([CH3:30])[CH3:29])=[O:26])[CH2:24][CH2:23]2)=[O:9])=[CH:6][CH:5]=1)([O-:3])=[O:2]. Given the reactants [N+:1]([C:4]1[CH:12]=[CH:11][C:7]([C:8](Cl)=[O:9])=[CH:6][CH:5]=1)([O-:3])=[O:2].N1C=CC=CC=1.[N:19]1([C:25]([O:27][C:28]([CH3:31])([CH3:30])[CH3:29])=[O:26])[CH2:24][CH2:23][NH:22][CH2:21][CH2:20]1.Cl, predict the reaction product. (6) Given the reactants C([O:8][C:9]1[CH:10]=[CH:11][C:12]2[C:13]3[S:21][C:20]([CH2:22][CH2:23][CH3:24])=[N:19][C:14]=3[CH:15]=[N:16][C:17]=2[CH:18]=1)C1C=CC=CC=1.Br.[OH-].[Na+], predict the reaction product. The product is: [OH:8][C:9]1[CH:10]=[CH:11][C:12]2[C:13]3[S:21][C:20]([CH2:22][CH2:23][CH3:24])=[N:19][C:14]=3[CH:15]=[N:16][C:17]=2[CH:18]=1. (7) The product is: [CH3:3][O:4][CH:5]1[CH2:8][N:7]([C@H:9]2[CH2:14][CH2:13][C@H:12]([CH:15]([C:17]3[S:21][CH:20]=[C:19]([C:22]([OH:24])=[O:23])[C:18]=3[CH3:26])[CH3:16])[CH2:11][CH2:10]2)[CH2:6]1. Given the reactants [OH-].[K+].[CH3:3][O:4][CH:5]1[CH2:8][N:7]([C@H:9]2[CH2:14][CH2:13][C@H:12]([CH:15]([C:17]3[S:21][CH:20]=[C:19]([C:22]([O:24]C)=[O:23])[C:18]=3[CH3:26])[CH3:16])[CH2:11][CH2:10]2)[CH2:6]1.Cl.O1CCOCC1, predict the reaction product.